Dataset: Antibody paratope prediction from SAbDab with 1,023 antibody chains. Task: Token-level Classification. Given an antibody amino acid sequence, predict which amino acid positions are active in antigen binding. Output is a list of indices for active paratope positions. (1) Given the antibody sequence: AVLTQTPSPVSAAVGGTVTISCRSRQRVYLGDWLSWFQKKPGQPPKLLIYDASFRGDGVSSRFSGSGSGTHFTLTISGVQCDDAATYYCLGGYYDDADDTFGGGTEVVVK, which amino acid positions are active in antigen binding (paratope)? The paratope positions are: [29, 30, 96, 97]. (2) Given the antibody sequence: QVQLQESGPGLVKPSETLSLTCVVSGGSFSSYYWTWIRQSPGKGLEWIGEMNGNSGYTNYNPSLQSRVTISKDASKNQFSLKLTSLTAADTAVYYCARDAIVMVFTDMRGRVDVWGPGILVTVSS, which amino acid positions are active in antigen binding (paratope)? The paratope positions are: [52, 53, 83, 84, 85, 104, 105, 106, 107, 108, 109, 110, 111]. (3) Given the antibody sequence: DIVMTQSPSSLTVTTGEKVTMTCKSSQSLLNSRTQKNYLTWYQQKPGQSPKLLIYWASTRESGVPDRFTGSGSGTDFTLSISGVQAEDLAVYYCQNNYNYPLTFGAGTKLELK, which amino acid positions are active in antigen binding (paratope)? The paratope positions are: [30, 31, 32, 33, 34, 35]. (4) Given the antibody sequence: EVQLQQSGAELLKPGASVKLSCIVSGFKIKDTSMHWVKQRPEQGLEWIGRIDPANDNSEYDPKFQGKATITADTSSNTAYLQLSSLTSEDTAVYYCTLSHFWGQGTTLTVSS, which amino acid positions are active in antigen binding (paratope)? The paratope positions are: [52, 83, 84, 85]. (5) Given the antibody sequence: ESVEESGGRLVTPGTPLTLTCTVSGFSLSTYTMNWVRQAPGKGLEWIGDIYTDGNTYYANWAKGRFTISKTSTTVDLKITSPTTEDTATYFCARDSWDASSYYGLDLWGQGTLVTVSS, which amino acid positions are active in antigen binding (paratope)? The paratope positions are: [79, 80, 81, 100, 101, 102, 103, 104]. (6) Given the antibody sequence: DIVMTQSPDSLTVSLGERATISCKSSQRLLYSSNNKNYLAWYQQKPGQPPKLLMYWASTRESGVPDRFSGSGSGTDFSLTISSLQAEDVAVYYCQQYYNPPWTFGQGTKVEVK, which amino acid positions are active in antigen binding (paratope)? The paratope positions are: [30, 31, 32, 33, 34, 35]. (7) Given the antibody sequence: QVQLLESGAEVKKPGSSVKVSCKASGDTFIRYSFTWVRQAPGQGLEWMGRIITILDVAHYAPHLQGRVTITADKSTSTVYLELRNLRSDDTAVYFCAGVYEGEADEGEYDNNGFLKHWGQGTLVTVTS, which amino acid positions are active in antigen binding (paratope)? The paratope positions are: [52, 83, 84, 85, 104, 105, 106, 107, 108, 109, 110, 111, 112, 113, 114].